Task: Predict the reaction yield, written as a fraction of the theoretical maximum amount of product (1.0 means a 100% yield; for example, 0.34 means a 34% yield).. Dataset: Reaction yield outcomes from USPTO patents with 853,638 reactions (1) The reactants are [C:1]([C:4]1[CH:12]=[CH:11][C:7]([C:8](O)=[O:9])=[CH:6][CH:5]=1)(=[O:3])[CH3:2].O.[NH2:14][C:15]1[NH:19][N:18]=[N:17][N:16]=1.Cl.C(N=C=NCCCN(C)C)C. The catalyst is CN(C=O)C. The product is [C:1]([C:4]1[CH:12]=[CH:11][C:7]([C:8]([NH:14][C:15]2[N:16]=[N:17][NH:18][N:19]=2)=[O:9])=[CH:6][CH:5]=1)(=[O:3])[CH3:2]. The yield is 0.980. (2) The reactants are [C-:1]#[N:2].[Na+].CC1C=CC(S(O[CH2:15][CH2:16][CH2:17][CH2:18][CH2:19][CH2:20][CH2:21][CH2:22][CH2:23][O:24][C:25]2[CH:30]=[CH:29][CH:28]=[C:27]([C:31]([NH2:33])=[O:32])[CH:26]=2)(=O)=O)=CC=1. The catalyst is O.CCO. The product is [C:1]([CH2:15][CH2:16][CH2:17][CH2:18][CH2:19][CH2:20][CH2:21][CH2:22][CH2:23][O:24][C:25]1[CH:26]=[C:27]([C:31]([NH2:33])=[O:32])[CH:28]=[CH:29][CH:30]=1)#[N:2]. The yield is 0.210. (3) The reactants are [N+:1]([C:4]1[CH:32]=[CH:31][C:7]([O:8][CH:9]([CH3:30])[C:10]([O:12][CH2:13][CH2:14][O:15][C:16](=[O:29])[CH:17]([O:19][C:20]2[CH:25]=[CH:24][C:23]([N+:26]([O-])=O)=[CH:22][CH:21]=2)[CH3:18])=[O:11])=[CH:6][CH:5]=1)([O-])=O. The catalyst is CN(C)C=O.[Pd]. The product is [NH2:26][C:23]1[CH:24]=[CH:25][C:20]([O:19][CH:17]([CH3:18])[C:16]([O:15][CH2:14][CH2:13][O:12][C:10](=[O:11])[CH:9]([O:8][C:7]2[CH:6]=[CH:5][C:4]([NH2:1])=[CH:32][CH:31]=2)[CH3:30])=[O:29])=[CH:21][CH:22]=1. The yield is 0.580. (4) The reactants are Cl.[NH2:2][C:3]1[CH:12]=[CH:11][C:6]2[CH2:7][O:8][B:9]([OH:10])[C:5]=2[CH:4]=1.C(N(CC)CC)C.[F:20][C:21]1[CH:29]=[CH:28][C:24]([C:25](Cl)=[O:26])=[C:23]([C:30]([F:33])([F:32])[F:31])[CH:22]=1.Cl. The catalyst is ClCCl. The product is [F:20][C:21]1[CH:29]=[CH:28][C:24]([C:25]([NH:2][C:3]2[CH:12]=[CH:11][C:6]3[CH2:7][O:8][B:9]([OH:10])[C:5]=3[CH:4]=2)=[O:26])=[C:23]([C:30]([F:31])([F:32])[F:33])[CH:22]=1. The yield is 0.570. (5) The reactants are [Cl:1][C:2]1[CH:3]=[C:4]([CH:21]=[CH:22][C:23]=1[NH:24][C:25]([NH:27][CH:28]1[CH2:30][CH2:29]1)=[O:26])[O:5][C:6]1[C:15]2[C:10](=[CH:11][C:12]([O:19][CH3:20])=[C:13]([C:16]([OH:18])=O)[CH:14]=2)[N:9]=[CH:8][CH:7]=1.Cl.C(N=C=N[CH2:37][CH2:38][CH2:39][N:40](C)C)C.O.ON1C2C=CC=CC=2N=N1.C(N(CC)CC)C.C1(N)CC1. The catalyst is CN(C)C=O.O.C(OCC)(=O)C. The product is [CH:39]1([NH:40][C:16]([C:13]2[CH:14]=[C:15]3[C:10](=[CH:11][C:12]=2[O:19][CH3:20])[N:9]=[CH:8][CH:7]=[C:6]3[O:5][C:4]2[CH:21]=[CH:22][C:23]([NH:24][C:25]([NH:27][CH:28]3[CH2:29][CH2:30]3)=[O:26])=[C:2]([Cl:1])[CH:3]=2)=[O:18])[CH2:37][CH2:38]1. The yield is 0.426. (6) The reactants are Cl[C:2]1[N:7]=[C:6]([NH:8][CH2:9][CH2:10][CH2:11][N:12]([CH2:15][CH3:16])[CH2:13][CH3:14])[N:5]=[C:4]2[N:17]([C:22]3[C:27]([F:28])=[CH:26][CH:25]=[CH:24][C:23]=3[F:29])[C:18](=[O:21])[NH:19][CH2:20][C:3]=12.[CH3:30][C:31]1[CH:39]=[CH:38][C:34]([C:35]([OH:37])=[O:36])=[CH:33][C:32]=1B1OC(C)(C)C(C)(C)O1.C(=O)([O-])[O-].[K+].[K+]. The catalyst is O1CCOCC1.O.[Pd].C1(P(C2C=CC=CC=2)C2C=CC=CC=2)C=CC=CC=1.C1(P(C2C=CC=CC=2)C2C=CC=CC=2)C=CC=CC=1.C1(P(C2C=CC=CC=2)C2C=CC=CC=2)C=CC=CC=1.C1(P(C2C=CC=CC=2)C2C=CC=CC=2)C=CC=CC=1. The product is [CH2:13]([N:12]([CH2:15][CH3:16])[CH2:11][CH2:10][CH2:9][NH:8][C:6]1[N:7]=[C:2]([C:32]2[CH:33]=[C:34]([CH:38]=[CH:39][C:31]=2[CH3:30])[C:35]([OH:37])=[O:36])[C:3]2[CH2:20][NH:19][C:18](=[O:21])[N:17]([C:22]3[C:27]([F:28])=[CH:26][CH:25]=[CH:24][C:23]=3[F:29])[C:4]=2[N:5]=1)[CH3:14]. The yield is 0.260. (7) The reactants are [CH3:1][C:2]1[C:6]([N+:7]([O-:9])=[O:8])=[CH:5][N:4]([C:10]([C:13]2[NH:17][CH:16]=[N:15][N:14]=2)([CH3:12])[CH3:11])[N:3]=1.Br[CH:19]([CH3:21])[CH3:20].C([O-])([O-])=O.[Cs+].[Cs+]. The catalyst is CC#N.O. The product is [CH:19]([C:13]1([C:10]([N:4]2[CH:5]=[C:6]([N+:7]([O-:9])=[O:8])[C:2]([CH3:1])=[N:3]2)([CH3:12])[CH3:11])[N:17]=[CH:16][NH:15][NH:14]1)([CH3:21])[CH3:20]. The yield is 0.700.